Dataset: Catalyst prediction with 721,799 reactions and 888 catalyst types from USPTO. Task: Predict which catalyst facilitates the given reaction. (1) The catalyst class is: 27. Product: [CH2:18]([N:26]1[C:9](=[O:17])[C:10]2[C:11](=[CH:13][CH:14]=[CH:15][CH:16]=2)[N:12]=[C:7]1[C:1]1[CH:2]=[CH:3][CH:4]=[CH:5][CH:6]=1)[CH2:19][C:20]1[CH:25]=[CH:24][CH:23]=[CH:22][CH:21]=1. Reactant: [C:1]1([C:7]2O[C:9](=[O:17])[C:10]3[CH:16]=[CH:15][CH:14]=[CH:13][C:11]=3[N:12]=2)[CH:6]=[CH:5][CH:4]=[CH:3][CH:2]=1.[CH2:18]([NH2:26])[CH2:19][C:20]1[CH:25]=[CH:24][CH:23]=[CH:22][CH:21]=1.Cl. (2) Reactant: [CH3:1][CH:2]([NH:9][C:10]1[N:18]=[CH:17][C:16]([F:19])=[CH:15][C:11]=1[C:12]([OH:14])=O)[CH2:3][CH2:4][CH2:5][CH:6]([CH3:8])[CH3:7].C(N(CC)CC)C.[NH2:27][CH:28]1[CH2:33][CH2:32][CH:31]([NH:34][C:35]([C:37]2[N:38]=[C:39]3[CH:44]=[CH:43][C:42]([F:45])=[CH:41][N:40]3[CH:46]=2)=[O:36])[CH2:30][CH2:29]1. Product: [CH3:1][CH:2]([NH:9][C:10]1[C:11]([C:12]([NH:27][C@@H:28]2[CH2:33][CH2:32][C@H:31]([NH:34][C:35]([C:37]3[N:38]=[C:39]4[CH:44]=[CH:43][C:42]([F:45])=[CH:41][N:40]4[CH:46]=3)=[O:36])[CH2:30][CH2:29]2)=[O:14])=[CH:15][C:16]([F:19])=[CH:17][N:18]=1)[CH2:3][CH2:4][CH2:5][CH:6]([CH3:7])[CH3:8]. The catalyst class is: 10. (3) Reactant: C(N(CC)CC)C.[OH:8][N:9]1[C:13](=[O:14])[C:12]2=[CH:15][CH:16]=[CH:17][CH:18]=[C:11]2[C:10]1=[O:19].Cl.Cl[CH2:22][C:23]1[S:24][C:25]2[C:34]3[CH:33]=[CH:32][CH:31]=[CH:30][C:29]=3[N:28]=[C:27]([NH2:35])[C:26]=2[N:36]=1. Product: [NH2:35][C:27]1[C:26]2[N:36]=[C:23]([CH2:22][O:8][N:9]3[C:10](=[O:19])[C:11]4[C:12](=[CH:15][CH:16]=[CH:17][CH:18]=4)[C:13]3=[O:14])[S:24][C:25]=2[C:34]2[CH:33]=[CH:32][CH:31]=[CH:30][C:29]=2[N:28]=1. The catalyst class is: 9.